From a dataset of Forward reaction prediction with 1.9M reactions from USPTO patents (1976-2016). Predict the product of the given reaction. (1) Given the reactants [Cl:1][C:2]1[CH:10]=[C:9]([N:11]2[CH2:16][CH2:15][O:14][CH2:13][S:12]2(=[O:18])=[O:17])[CH:8]=[CH:7][C:3]=1[C:4]([OH:6])=O.[Cl:19][C:20]1[CH:26]=[CH:25][C:23]([NH2:24])=[CH:22][C:21]=1[C:27]1[CH:36]=[CH:35][C:34]2[C:29](=[CH:30][CH:31]=[N:32][CH:33]=2)[N:28]=1.CN(C(ON1N=NC2C=CC=NC1=2)=[N+](C)C)C.F[P-](F)(F)(F)(F)F.CCN(C(C)C)C(C)C, predict the reaction product. The product is: [Cl:1][C:2]1[CH:10]=[C:9]([N:11]2[CH2:16][CH2:15][O:14][CH2:13][S:12]2(=[O:18])=[O:17])[CH:8]=[CH:7][C:3]=1[C:4]([NH:24][C:23]1[CH:25]=[CH:26][C:20]([Cl:19])=[C:21]([C:27]2[CH:36]=[CH:35][C:34]3[C:29](=[CH:30][CH:31]=[N:32][CH:33]=3)[N:28]=2)[CH:22]=1)=[O:6]. (2) Given the reactants [Cl:1][C:2]1[CH:3]=[C:4]([CH:8]([C:20]2[CH:24]=[C:23]([CH:25]3OCC[O:26]3)[S:22][C:21]=2[CH3:30])[O:9][Si:10]([CH:17]([CH3:19])[CH3:18])([CH:14]([CH3:16])[CH3:15])[CH:11]([CH3:13])[CH3:12])[CH:5]=[CH:6][CH:7]=1, predict the reaction product. The product is: [Cl:1][C:2]1[CH:3]=[C:4]([CH:8]([O:9][Si:10]([CH:11]([CH3:13])[CH3:12])([CH:17]([CH3:19])[CH3:18])[CH:14]([CH3:16])[CH3:15])[C:20]2[CH:24]=[C:23]([CH:25]=[O:26])[S:22][C:21]=2[CH3:30])[CH:5]=[CH:6][CH:7]=1. (3) The product is: [CH:1]([S:14]([CH2:16][CH2:17][N:18]1[CH2:19][CH2:20][N:21]([CH2:24][CH:25]([OH:64])[CH2:26][C:27]2[CH:28]=[CH:29][CH:30]=[CH:31][CH:32]=2)[CH2:22][CH2:23]1)=[O:15])([C:2]1[CH:7]=[CH:6][CH:5]=[CH:4][CH:3]=1)[C:8]1[CH:9]=[CH:10][CH:11]=[CH:12][CH:13]=1. Given the reactants [CH:1]([S:14]([CH2:16][CH2:17][N:18]1[CH2:23][CH2:22][N:21]([CH2:24][CH2:25][CH2:26][C:27]2[CH:32]=[CH:31][CH:30]=[CH:29][CH:28]=2)[CH2:20][CH2:19]1)=[O:15])([C:8]1[CH:13]=[CH:12][CH:11]=[CH:10][CH:9]=1)[C:2]1[CH:7]=[CH:6][CH:5]=[CH:4][CH:3]=1.C(SCCN1CCN(CC([OH:64])CC2C=CC=CC=2)CC1)(C1C=CC=CC=1)C1C=CC=CC=1, predict the reaction product. (4) Given the reactants [O:1]1[CH2:6][CH2:5][N:4]([C:7]2[CH:12]=[CH:11][C:10]([C:13]3[N:22]=[C:21]([O:23][CH:24]4[CH2:29][CH2:28][C:27](=[O:30])[CH2:26][CH2:25]4)[C:20]4[C:15](=[N:16][CH:17]=[CH:18][N:19]=4)[CH:14]=3)=[CH:9][CH:8]=2)[CH2:3][CH2:2]1.[BH4-].[Na+].Cl, predict the reaction product. The product is: [O:1]1[CH2:6][CH2:5][N:4]([C:7]2[CH:12]=[CH:11][C:10]([C:13]3[N:22]=[C:21]([O:23][CH:24]4[CH2:25][CH2:26][CH:27]([OH:30])[CH2:28][CH2:29]4)[C:20]4[C:15](=[N:16][CH:17]=[CH:18][N:19]=4)[CH:14]=3)=[CH:9][CH:8]=2)[CH2:3][CH2:2]1. (5) Given the reactants Br[C:2]1[S:6][C:5]([C:7]2[CH:12]=[CH:11][N:10]=[C:9]([NH:13][CH:14]3[CH2:19][C:18]([CH3:21])([CH3:20])[NH:17][C:16]([CH3:23])([CH3:22])[CH2:15]3)[N:8]=2)=[CH:4][CH:3]=1.[Li]CCCC.[CH3:29][N:30]1[CH2:35][CH2:34][C:33](=[O:36])[CH2:32][CH2:31]1, predict the reaction product. The product is: [CH3:29][N:30]1[CH2:35][CH2:34][C:33]([C:2]2[S:6][C:5]([C:7]3[CH:12]=[CH:11][N:10]=[C:9]([NH:13][CH:14]4[CH2:19][C:18]([CH3:21])([CH3:20])[NH:17][C:16]([CH3:23])([CH3:22])[CH2:15]4)[N:8]=3)=[CH:4][CH:3]=2)([OH:36])[CH2:32][CH2:31]1. (6) Given the reactants [C:1]([C:3]1[CH:4]=[C:5]([C:13]2[S:14][C:15](C3C=CC(Br)=CC=3C)=[N:16][N:17]=2)[CH:6]=[CH:7][C:8]=1[S:9][CH:10]([CH3:12])[CH3:11])#[N:2].[Br-].[CH2:27]([O:29][C:30](=[O:34])[CH2:31][CH2:32][Zn+])[CH3:28], predict the reaction product. The product is: [C:1]([C:3]1[CH:4]=[C:5]([C:13]2[S:14][CH2:15][N:16]([C:8]3[CH:7]=[CH:6][C:5]([CH2:32][CH2:31][C:30]([O:29][CH2:27][CH3:28])=[O:34])=[CH:4][C:3]=3[CH3:1])[N:17]=2)[CH:6]=[CH:7][C:8]=1[S:9][CH:10]([CH3:11])[CH3:12])#[N:2]. (7) Given the reactants C([N:3]([C:31](=O)[C:32]1[CH:37]=[CH:36][C:35](O)=[CH:34]C=1)[C:4]1[CH:9]=[C:8]([O:10][CH3:11])[C:7]([O:12][CH3:13])=[CH:6][C:5]=1[C@@H:14]1[CH2:23][CH2:22][C:21]2[CH:20]=[C:19]([O:24]C(=O)C(C)(C)C)[CH:18]=[CH:17][C:16]=2[CH2:15]1)C.[CH2:40]([N:44]([CH3:49])[C:45](=O)[CH2:46]Cl)[CH2:41][CH2:42][CH3:43], predict the reaction product. The product is: [CH2:40]([N:44]([CH3:49])[CH2:45][CH2:46][O:10][C:8]1[CH:7]=[CH:6][C:36]([CH2:37][CH2:32][CH2:31][NH:3][C:4]2[CH:9]=[C:8]([O:10][CH3:11])[C:7]([O:12][CH3:13])=[CH:6][C:5]=2[C@@H:14]2[CH2:23][CH2:22][C:21]3[CH:20]=[C:19]([OH:24])[CH:18]=[CH:17][C:16]=3[CH2:15]2)=[CH:35][CH:34]=1)[CH2:41][CH2:42][CH3:43]. (8) Given the reactants [NH2:1][C:2]1[N:7]=[C:6]([C:8]2[S:12][C:11]3[CH:13]=[CH:14][C:15]([CH2:17][C:18]4[CH:19]=[C:20]([CH:36]=[CH:37][CH:38]=4)[C:21]([NH:23][C:24]4[CH:29]=[CH:28][C:27](N5CCOCC5)=[CH:26][CH:25]=4)=[O:22])=[CH:16][C:10]=3[C:9]=2[CH3:39])[CH:5]=[CH:4][N:3]=1.[CH3:40][O:41]C1C=CC(N)=CC=1.O1CCN(C2C=CC(N)=CC=2)CC1, predict the reaction product. The product is: [NH2:1][C:2]1[N:7]=[C:6]([C:8]2[S:12][C:11]3[CH:13]=[CH:14][C:15]([CH2:17][C:18]4[CH:19]=[C:20]([CH:36]=[CH:37][CH:38]=4)[C:21]([NH:23][C:24]4[CH:25]=[CH:26][C:27]([O:41][CH3:40])=[CH:28][CH:29]=4)=[O:22])=[CH:16][C:10]=3[C:9]=2[CH3:39])[CH:5]=[CH:4][N:3]=1. (9) Given the reactants [CH3:1][C:2]1[CH2:3][C:4]2[C:9]([CH:10]=1)=[CH:8][CH:7]=[CH:6][C:5]=2[C:11]1[CH:16]=[CH:15][C:14]([C:17]([CH3:20])([CH3:19])[CH3:18])=[CH:13][CH:12]=1.[Li]CCCC.[CH3:26][C:27]1[CH:28]([Si:54](Cl)([CH3:56])[CH3:55])[C:29]2[C:34]([CH:35]=1)=[C:33]([C:36]1[CH:41]=[C:40]([C:42]([CH3:45])([CH3:44])[CH3:43])[CH:39]=[C:38]([C:46]([CH3:49])([CH3:48])[CH3:47])[CH:37]=1)[CH:32]=[C:31]([C:50]([CH3:53])([CH3:52])[CH3:51])[CH:30]=2.O, predict the reaction product. The product is: [CH3:26][C:27]1[CH:28]([Si:54]([CH:10]2[C:9]3[C:4](=[C:5]([C:11]4[CH:12]=[CH:13][C:14]([C:17]([CH3:20])([CH3:19])[CH3:18])=[CH:15][CH:16]=4)[CH:6]=[CH:7][CH:8]=3)[CH:3]=[C:2]2[CH3:1])([CH3:55])[CH3:56])[C:29]2[C:34]([CH:35]=1)=[C:33]([C:36]1[CH:37]=[C:38]([C:46]([CH3:47])([CH3:48])[CH3:49])[CH:39]=[C:40]([C:42]([CH3:45])([CH3:44])[CH3:43])[CH:41]=1)[CH:32]=[C:31]([C:50]([CH3:53])([CH3:52])[CH3:51])[CH:30]=2.